Dataset: CYP1A2 inhibition data for predicting drug metabolism from PubChem BioAssay. Task: Regression/Classification. Given a drug SMILES string, predict its absorption, distribution, metabolism, or excretion properties. Task type varies by dataset: regression for continuous measurements (e.g., permeability, clearance, half-life) or binary classification for categorical outcomes (e.g., BBB penetration, CYP inhibition). Dataset: cyp1a2_veith. The result is 0 (non-inhibitor). The molecule is O=c1c2c(n3cnnc3n1-c1ccccc1)-c1ccccc1CC21CCCCC1.